This data is from Reaction yield outcomes from USPTO patents with 853,638 reactions. The task is: Predict the reaction yield, written as a fraction of the theoretical maximum amount of product (1.0 means a 100% yield; for example, 0.34 means a 34% yield). (1) The reactants are O[CH:2]([C:5]1[C:13]2[O:12][CH2:11][CH:10]([C:14]3[CH:19]=[CH:18][C:17]([CH:20]([CH3:22])[CH3:21])=[CH:16][CH:15]=3)[C:9]=2[C:8]([CH3:23])=[C:7]([NH:24][C:25](=[O:31])[CH2:26][C:27]([CH3:30])([CH3:29])[CH3:28])[C:6]=1[CH3:32])[CH2:3][CH3:4]. The product is [CH:20]([C:17]1[CH:18]=[CH:19][C:14]([CH:10]2[C:9]3[C:8]([CH3:23])=[C:7]([NH:24][C:25](=[O:31])[CH2:26][C:27]([CH3:28])([CH3:30])[CH3:29])[C:6]([CH3:32])=[C:5]([CH2:2][CH2:3][CH3:4])[C:13]=3[O:12][CH2:11]2)=[CH:15][CH:16]=1)([CH3:21])[CH3:22]. The catalyst is C(OCC)(=O)C.CCCCCC. The yield is 0.860. (2) The product is [S:45]([C:39]1[CH:44]=[CH:43][CH:42]=[CH:41][CH:40]=1)([OH:48])(=[O:47])=[O:46].[S:45]([C:39]1[CH:44]=[CH:43][CH:42]=[CH:41][CH:40]=1)([OH:48])(=[O:47])=[O:46].[NH2:1][C@@H:2]([CH2:6][C:7]1[CH:12]=[CH:11][C:10]([C:13]2[CH:18]=[C:17]([O:19][C@H:20]([C:25]3[CH:30]=[CH:29][C:28]([Cl:31])=[CH:27][C:26]=3[N:32]3[CH:36]=[CH:35][C:34]([CH3:37])=[N:33]3)[C:21]([F:23])([F:24])[F:22])[N:16]=[C:15]([NH2:38])[N:14]=2)=[CH:9][CH:8]=1)[C:3]([OH:5])=[O:4]. The catalyst is CO. The reactants are [NH2:1][C@@H:2]([CH2:6][C:7]1[CH:12]=[CH:11][C:10]([C:13]2[CH:18]=[C:17]([O:19][C@H:20]([C:25]3[CH:30]=[CH:29][C:28]([Cl:31])=[CH:27][C:26]=3[N:32]3[CH:36]=[CH:35][C:34]([CH3:37])=[N:33]3)[C:21]([F:24])([F:23])[F:22])[N:16]=[C:15]([NH2:38])[N:14]=2)=[CH:9][CH:8]=1)[C:3]([OH:5])=[O:4].[C:39]1([S:45]([OH:48])(=[O:47])=[O:46])[CH:44]=[CH:43][CH:42]=[CH:41][CH:40]=1.CC(O)C.CCCCCCC. The yield is 0.855. (3) The reactants are [Cl:1][C:2]1[N:6]([C:7]2[CH:12]=[CH:11][CH:10]=[CH:9][CH:8]=2)[N:5]=[C:4]([C:13]([F:16])([F:15])[F:14])[C:3]=1[CH2:17]O.P(Br)(Br)[Br:20].O. The catalyst is C(OCC)C. The product is [Br:20][CH2:17][C:3]1[C:4]([C:13]([F:16])([F:15])[F:14])=[N:5][N:6]([C:7]2[CH:12]=[CH:11][CH:10]=[CH:9][CH:8]=2)[C:2]=1[Cl:1]. The yield is 0.958. (4) The reactants are [CH2:1]([O:8][N:9]1[C:15](=[O:16])[N:14]2[CH2:17][C@H:10]1[CH2:11][CH2:12][C@H:13]2[CH:18]=O)[C:2]1[CH:7]=[CH:6][CH:5]=[CH:4][CH:3]=1.Cl.[NH2:21][OH:22].N1C=CC=CC=1. The catalyst is CCO. The product is [CH2:1]([O:8][N:9]1[C:15](=[O:16])[N:14]2[CH2:17][CH:10]1[CH2:11][CH2:12][CH:13]2/[CH:18]=[N:21]/[OH:22])[C:2]1[CH:3]=[CH:4][CH:5]=[CH:6][CH:7]=1. The yield is 0.420.